Dataset: Forward reaction prediction with 1.9M reactions from USPTO patents (1976-2016). Task: Predict the product of the given reaction. (1) Given the reactants C([O:3][C:4]([C:6]1[C:7]([CH3:26])=[N:8][N:9]2[C:14]([O:15][CH2:16][C:17]3[C:22]([F:23])=[CH:21][CH:20]=[CH:19][C:18]=3[Cl:24])=[CH:13][C:12]([CH3:25])=[CH:11][C:10]=12)=[O:5])C.[OH-].[Na+].CS(C)=O, predict the reaction product. The product is: [Cl:24][C:18]1[CH:19]=[CH:20][CH:21]=[C:22]([F:23])[C:17]=1[CH2:16][O:15][C:14]1[N:9]2[N:8]=[C:7]([CH3:26])[C:6]([C:4]([OH:5])=[O:3])=[C:10]2[CH:11]=[C:12]([CH3:25])[CH:13]=1. (2) Given the reactants CCC1C=CC(=O)[C:5]2=C[C:7]3[CH2:25][N:24]4[C:10](=[CH:11][C:12]5[C@@](O)(CC)C(=O)OC[C:13]=5[C:22]4=O)[C:8]=3[NH:9][C:4]=12.[CH2:30]([Cl:32])Cl.CC(N(C)C)=[O:35].N1C=CC=CC=1, predict the reaction product. The product is: [N:24]1([CH:25]2[CH2:5][CH2:4][N:9]([C:30]([Cl:32])=[O:35])[CH2:8][CH2:7]2)[CH2:22][CH2:13][CH2:12][CH2:11][CH2:10]1. (3) Given the reactants [CH3:1][O:2][C:3]([C:5]1[CH:13]=[C:12]2[C:8]([C:9]([C:16]([OH:18])=O)=[CH:10][N:11]2[CH2:14][CH3:15])=[CH:7][CH:6]=1)=[O:4].C(Cl)Cl.C(Cl)(=O)C(Cl)=O.[NH4+:28].[OH-], predict the reaction product. The product is: [CH3:1][O:2][C:3]([C:5]1[CH:13]=[C:12]2[C:8]([C:9]([C:16]([NH2:28])=[O:18])=[CH:10][N:11]2[CH2:14][CH3:15])=[CH:7][CH:6]=1)=[O:4].